Dataset: Reaction yield outcomes from USPTO patents with 853,638 reactions. Task: Predict the reaction yield, written as a fraction of the theoretical maximum amount of product (1.0 means a 100% yield; for example, 0.34 means a 34% yield). (1) The reactants are C[O:2][C:3](=[O:36])[CH2:4][CH2:5][C:6]1[CH:11]=[CH:10][C:9]([C:12]2[CH:17]=[CH:16][C:15]([CH2:18][CH:19]([C:31](=[O:35])[N:32]([CH3:34])[CH3:33])[NH:20][S:21]([C:24]3[CH:29]=[CH:28][C:27]([CH3:30])=[CH:26][CH:25]=3)(=[O:23])=[O:22])=[CH:14][CH:13]=2)=[CH:8][CH:7]=1.[OH-].[Li+]. The catalyst is C1COCC1.O. The product is [CH3:34][N:32]([CH3:33])[C:31]([CH:19]([NH:20][S:21]([C:24]1[CH:29]=[CH:28][C:27]([CH3:30])=[CH:26][CH:25]=1)(=[O:22])=[O:23])[CH2:18][C:15]1[CH:14]=[CH:13][C:12]([C:9]2[CH:10]=[CH:11][C:6]([CH2:5][CH2:4][C:3]([OH:36])=[O:2])=[CH:7][CH:8]=2)=[CH:17][CH:16]=1)=[O:35]. The yield is 0.980. (2) The product is [Cl:27][C:22]1[CH:21]=[C:20]([C:15]2[C:16]([C:17]([NH2:19])=[O:18])=[C:10]3[CH2:9][N:8]([C:6]([NH:5][CH:3]4[CH2:2][N:1]([CH2:43][C:44]([F:47])([F:46])[F:45])[CH2:4]4)=[O:7])[CH2:13][CH2:12][N:11]3[N:14]=2)[CH:25]=[CH:24][C:23]=1[F:26]. The yield is 0.120. The reactants are [NH:1]1[CH2:4][CH:3]([NH:5][C:6]([N:8]2[CH2:13][CH2:12][N:11]3[N:14]=[C:15]([C:20]4[CH:25]=[CH:24][C:23]([F:26])=[C:22]([Cl:27])[CH:21]=4)[C:16]([C:17]([NH2:19])=[O:18])=[C:10]3[CH2:9]2)=[O:7])[CH2:2]1.CCN(C(C)C)C(C)C.FC(F)(F)S(O[CH2:43][C:44]([F:47])([F:46])[F:45])(=O)=O. The catalyst is C1COCC1. (3) The reactants are Cl.[Cl:2][C:3]1[S:7][C:6]([NH2:8])=[N:5][CH:4]=1.Cl[S:10]([C:13]1[CH:22]=[CH:21][C:16]([C:17]([O:19][CH3:20])=[O:18])=[C:15]([C:23]#[N:24])[CH:14]=1)(=[O:12])=[O:11].Cl. The catalyst is N1C=CC=CC=1. The product is [Cl:2][C:3]1[S:7][C:6]([NH:8][S:10]([C:13]2[CH:22]=[CH:21][C:16]([C:17]([O:19][CH3:20])=[O:18])=[C:15]([C:23]#[N:24])[CH:14]=2)(=[O:12])=[O:11])=[N:5][CH:4]=1. The yield is 0.170. (4) The reactants are [O:1]1[C:6]2=[CH:7][C:8]3[C:9](=[O:15])[C:10](=[O:14])[NH:11][C:12]=3[CH:13]=[C:5]2[O:4][CH2:3][CH2:2]1.C(=O)([O-])[O-].[Cs+].[Cs+].CC1C=CC(S(O[CH2:33][C@H:34]2[CH2:38][CH2:37][CH2:36][O:35]2)(=O)=O)=CC=1.[I-].[K+].Cl. The catalyst is CN(C)C=O. The product is [O:35]1[CH2:36][CH2:37][CH2:38][C@@H:34]1[CH2:33][N:11]1[C:12]2[CH:13]=[C:5]3[O:4][CH2:3][CH2:2][O:1][C:6]3=[CH:7][C:8]=2[C:9](=[O:15])[C:10]1=[O:14]. The yield is 0.200. (5) The reactants are [CH2:1]([S:6][C:7]1[C:8]([CH:12]2[CH:17]3[CH2:18][CH2:19][N:14]([CH2:15][CH2:16]3)[CH2:13]2)=[N:9][NH:10][CH:11]=1)[CH2:2][CH2:3][CH2:4][CH3:5].[CH2:20](S)CCCCC. No catalyst specified. The product is [CH2:1]([S:6][C:7]1[C:8]([CH:12]2[CH:17]3[CH2:18][CH2:19][N:14]([CH2:15][CH2:16]3)[CH2:13]2)=[N:9][NH:10][CH:11]=1)[CH2:2][CH2:3][CH2:4][CH2:5][CH3:20]. The yield is 0.250. (6) The reactants are C([O-])([O-])=O.[K+].[K+].[C:7]1([CH2:13][SH:14])[CH:12]=[CH:11][CH:10]=[CH:9][CH:8]=1.Br[C:16]1[CH:21]=[CH:20][C:19]([CH:22]2[C:31]3[C:26](=[C:27]([Cl:33])[CH:28]=[C:29]([Cl:32])[CH:30]=3)[CH2:25][N:24]([CH3:34])[CH2:23]2)=[CH:18][CH:17]=1. The catalyst is C1(C)C(C)=CC=CC=1.C1C=CC(/C=C/C(/C=C/C2C=CC=CC=2)=O)=CC=1.C1C=CC(/C=C/C(/C=C/C2C=CC=CC=2)=O)=CC=1.C1C=CC(/C=C/C(/C=C/C2C=CC=CC=2)=O)=CC=1.[Pd].[Pd].CC1(C)C2C(=C(P(C3C=CC=CC=3)C3C=CC=CC=3)C=CC=2)OC2C(P(C3C=CC=CC=3)C3C=CC=CC=3)=CC=CC1=2. The product is [CH2:13]([S:14][C:16]1[CH:17]=[CH:18][C:19]([CH:22]2[C:31]3[C:26](=[C:27]([Cl:33])[CH:28]=[C:29]([Cl:32])[CH:30]=3)[CH2:25][N:24]([CH3:34])[CH2:23]2)=[CH:20][CH:21]=1)[C:7]1[CH:12]=[CH:11][CH:10]=[CH:9][CH:8]=1. The yield is 0.300. (7) The reactants are [NH2:1][CH:2]([CH2:8][CH:9]=[C:10]1[CH2:15][CH2:14][O:13][CH2:12][CH2:11]1)[C:3]([O:5][CH2:6][CH3:7])=[O:4].CCN(C(C)C)C(C)C.[N+:25]([C:28]1[CH:33]=[CH:32][C:31]([S:34](Cl)(=[O:36])=[O:35])=[CH:30][CH:29]=1)([O-:27])=[O:26]. The catalyst is ClCCl. The product is [N+:25]([C:28]1[CH:29]=[CH:30][C:31]([S:34]([NH:1][CH:2]([CH2:8][CH:9]=[C:10]2[CH2:11][CH2:12][O:13][CH2:14][CH2:15]2)[C:3]([O:5][CH2:6][CH3:7])=[O:4])(=[O:36])=[O:35])=[CH:32][CH:33]=1)([O-:27])=[O:26]. The yield is 1.00.